Dataset: Full USPTO retrosynthesis dataset with 1.9M reactions from patents (1976-2016). Task: Predict the reactants needed to synthesize the given product. (1) The reactants are: C([O:3][C:4](=[O:27])[C:5]1[CH:10]=[CH:9][C:8]([CH:11]=[CH:12][C:13]2[CH:18]=[CH:17][C:16]([O:19][CH2:20][O:21][CH3:22])=[C:15]([O:23][CH2:24][O:25][CH3:26])[CH:14]=2)=[CH:7][CH:6]=1)C.[OH-].[Na+]. Given the product [CH3:26][O:25][CH2:24][O:23][C:15]1[CH:14]=[C:13]([CH:12]=[CH:11][C:8]2[CH:7]=[CH:6][C:5]([C:4]([OH:27])=[O:3])=[CH:10][CH:9]=2)[CH:18]=[CH:17][C:16]=1[O:19][CH2:20][O:21][CH3:22], predict the reactants needed to synthesize it. (2) Given the product [Br:1][C:2]1[CH:23]=[CH:22][C:5]([CH2:6][C:7]2[N:8]([C:25]3[CH:30]=[CH:29][C:28]([N+:31]([O-:33])=[O:32])=[CH:27][CH:26]=3)[CH:9]=[C:10]([C:12]3[CH:17]=[CH:16][C:15]([S:18]([CH3:21])(=[O:19])=[O:20])=[CH:14][CH:13]=3)[N:11]=2)=[CH:4][CH:3]=1, predict the reactants needed to synthesize it. The reactants are: [Br:1][C:2]1[CH:23]=[CH:22][C:5]([CH2:6][C:7]2[NH:8][CH:9]=[C:10]([C:12]3[CH:17]=[CH:16][C:15]([S:18]([CH3:21])(=[O:20])=[O:19])=[CH:14][CH:13]=3)[N:11]=2)=[CH:4][CH:3]=1.F[C:25]1[CH:30]=[CH:29][C:28]([N+:31]([O-:33])=[O:32])=[CH:27][CH:26]=1. (3) Given the product [CH2:8]([N:19]1[C:18]2[C:13]([Cl:12])=[N:14][CH:15]=[CH:16][C:17]=2[N:21]([CH3:22])[C:20]1=[O:23])[C:9]#[C:10][CH3:11], predict the reactants needed to synthesize it. The reactants are: C(=O)([O-])[O-].[K+].[K+].Br[CH2:8][C:9]#[C:10][CH3:11].[Cl:12][C:13]1[C:18]2[NH:19][C:20](=[O:23])[N:21]([CH3:22])[C:17]=2[CH:16]=[CH:15][N:14]=1.C(OCC)(=O)C. (4) The reactants are: Cl[C:2]1[CH:7]=[CH:6][C:5]([CH2:8][N:9]2[C:13]([CH3:14])=[CH:12][C:11](/[C:15](/[F:30])=[CH:16]/[C:17]3[CH:22]=[CH:21][C:20]([C:23]([CH3:29])([CH3:28])[C:24]([F:27])([F:26])[F:25])=[CH:19][CH:18]=3)=[N:10]2)=[CH:4][N:3]=1.[CH2:31]([NH2:33])[CH3:32].FC(F)(C1C=CC=C(CN2C(C)=CC(/C(/F)=C/C3C=CC(C4(C(F)(F)F)CC4)=CC=3)=N2)C=1)CO.CN. Given the product [CH2:31]([NH:33][C:2]1[CH:7]=[CH:6][C:5]([CH2:8][N:9]2[C:13]([CH3:14])=[CH:12][C:11](/[C:15](/[F:30])=[CH:16]/[C:17]3[CH:22]=[CH:21][C:20]([C:23]([CH3:29])([CH3:28])[C:24]([F:26])([F:25])[F:27])=[CH:19][CH:18]=3)=[N:10]2)=[CH:4][N:3]=1)[CH3:32], predict the reactants needed to synthesize it. (5) Given the product [CH2:1]([NH:4][CH2:9][CH2:8][CH2:7][S:6]([OH:11])(=[O:10])=[O:5])[C:2]#[CH:3], predict the reactants needed to synthesize it. The reactants are: [CH2:1]([NH2:4])[C:2]#[CH:3].[O:5]1[CH2:9][CH2:8][CH2:7][S:6]1(=[O:11])=[O:10]. (6) The reactants are: [CH2:1]([NH:8][C:9](=[O:18])[C:10]1[CH:15]=[CH:14][C:13]([NH:16][NH2:17])=[N:12][CH:11]=1)[C:2]1[CH:7]=[CH:6][CH:5]=[CH:4][CH:3]=1.[C:19]([C:21]1[CH:26]=[CH:25][C:24]([C:27](=[CH:33]N(C)C)[C:28](OCC)=[O:29])=[C:23]([F:37])[CH:22]=1)#[N:20].C(O)(=O)C.CCN(C(C)C)C(C)C. Given the product [CH2:1]([NH:8][C:9](=[O:18])[C:10]1[CH:15]=[CH:14][C:13]([N:16]2[C:28]([OH:29])=[C:27]([C:24]3[CH:25]=[CH:26][C:21]([C:19]#[N:20])=[CH:22][C:23]=3[F:37])[CH:33]=[N:17]2)=[N:12][CH:11]=1)[C:2]1[CH:3]=[CH:4][CH:5]=[CH:6][CH:7]=1, predict the reactants needed to synthesize it. (7) Given the product [CH3:1][O:2][C:3]1[CH:4]=[C:5]([C:11]2[S:15][C:14]3=[N:16][C:17]([CH3:20])=[C:18]([C:29]4[CH:30]=[N:31][C:32]([NH2:35])=[N:33][CH:34]=4)[N:13]3[N:12]=2)[CH:6]=[CH:7][C:8]=1[O:9][CH3:10], predict the reactants needed to synthesize it. The reactants are: [CH3:1][O:2][C:3]1[CH:4]=[C:5]([C:11]2[S:15][C:14]3=[N:16][C:17]([CH3:20])=[C:18](I)[N:13]3[N:12]=2)[CH:6]=[CH:7][C:8]=1[O:9][CH3:10].CC1(C)C(C)(C)OB([C:29]2[CH:30]=[N:31][C:32]([NH2:35])=[N:33][CH:34]=2)O1.C(=O)([O-])[O-].[K+].[K+]. (8) The reactants are: [Cl:1][C:2]1[C:10]([F:11])=[CH:9][CH:8]=[C:7]2[C:3]=1[CH:4]([OH:22])[N:5]([C:13]([CH3:21])([C:15]1[CH:20]=[CH:19][CH:18]=[CH:17][CH:16]=1)[CH3:14])[C:6]2=[O:12].CN(CCN(C)C)C.[I:31]I. Given the product [OH:22][CH:4]1[C:3]2[C:7](=[C:8]([I:31])[CH:9]=[C:10]([F:11])[C:2]=2[Cl:1])[C:6](=[O:12])[N:5]1[C:13]([CH3:14])([C:15]1[CH:16]=[CH:17][CH:18]=[CH:19][CH:20]=1)[CH3:21], predict the reactants needed to synthesize it. (9) Given the product [F:11][C:8]1[CH:9]=[CH:10][C:5]([C:3]2[N:18]=[C:16]([CH:15]=[O:14])[S:17][CH:2]=2)=[CH:6][CH:7]=1, predict the reactants needed to synthesize it. The reactants are: Br[CH2:2][C:3]([C:5]1[CH:10]=[CH:9][C:8]([F:11])=[CH:7][CH:6]=1)=O.C([O:14][CH:15](OCC)[C:16]([NH2:18])=[S:17])C.